Dataset: Peptide-MHC class II binding affinity with 134,281 pairs from IEDB. Task: Regression. Given a peptide amino acid sequence and an MHC pseudo amino acid sequence, predict their binding affinity value. This is MHC class II binding data. The peptide sequence is PDHFDGYKQQAVVIMDDLCQ. The binding affinity (normalized) is 0.661. The MHC is HLA-DQA10501-DQB10201 with pseudo-sequence HLA-DQA10501-DQB10201.